From a dataset of Reaction yield outcomes from USPTO patents with 853,638 reactions. Predict the reaction yield, written as a fraction of the theoretical maximum amount of product (1.0 means a 100% yield; for example, 0.34 means a 34% yield). (1) The reactants are [NH2:1][C:2]1[N:6]([CH3:7])[C:5](=[O:8])[C:4]([C:16]2[CH:21]=[CH:20][C:19]([F:22])=[C:18]([Br:23])[CH:17]=2)([C:9]2[CH:14]=[CH:13][C:12]([OH:15])=[CH:11][CH:10]=2)[N:3]=1.C(N(CC)CC)C.C1C=CC(N([S:38]([C:41]([F:44])([F:43])[F:42])(=[O:40])=[O:39])[S:38]([C:41]([F:44])([F:43])[F:42])(=[O:40])=[O:39])=CC=1.C(=O)(O)[O-].[Na+]. The catalyst is ClCCl.O. The product is [F:42][C:41]([F:44])([F:43])[S:38]([O:15][C:12]1[CH:13]=[CH:14][C:9]([C:4]2([C:16]3[CH:21]=[CH:20][C:19]([F:22])=[C:18]([Br:23])[CH:17]=3)[C:5](=[O:8])[N:6]([CH3:7])[C:2]([NH2:1])=[N:3]2)=[CH:10][CH:11]=1)(=[O:40])=[O:39]. The yield is 0.620. (2) The reactants are O[C:2]1[N:7]=[C:6]([C:8]2[S:9][CH:10]=[C:11]([C:13]([F:16])([F:15])[F:14])[N:12]=2)[NH:5][C:4]([O:18][CH3:19])(O)[CH:3]=1.C(N(CC)C1C=CC=CC=1)C.O=P(Cl)(Cl)[Cl:33]. No catalyst specified. The product is [Cl:33][C:2]1[CH:3]=[C:4]([O:18][CH3:19])[N:5]=[C:6]([C:8]2[S:9][CH:10]=[C:11]([C:13]([F:16])([F:15])[F:14])[N:12]=2)[N:7]=1. The yield is 0.450. (3) The reactants are [C:1](=[O:23])([O:20][CH2:21][CH3:22])[O:2][C:3]1[CH:8]=[CH:7][C:6]([CH3:9])=[CH:5][C:4]=1[CH:10]1[CH:17]2[CH2:18][CH:13]3[CH2:14][CH:15]([CH2:19][CH:11]1[CH2:12]3)[CH2:16]2.[N+:24]([O-])([O-:26])=[O:25].[K+]. The catalyst is OS(O)(=O)=O. The product is [C:1](=[O:23])([O:20][CH2:21][CH3:22])[O:2][C:3]1[CH:8]=[C:7]([N+:24]([O-:26])=[O:25])[C:6]([CH3:9])=[CH:5][C:4]=1[CH:10]1[CH:11]2[CH2:19][CH:15]3[CH2:14][CH:13]([CH2:18][CH:17]1[CH2:16]3)[CH2:12]2. The yield is 0.250. (4) The reactants are [NH2:1][CH2:2][C:3]1[C:4]([F:20])=[C:5]([O:10][C:11]2[CH:12]=[C:13]([CH:16]=[C:17]([Cl:19])[CH:18]=2)[C:14]#[N:15])[C:6]([Br:9])=[CH:7][CH:8]=1.[Br:21][C:22]1[N:23]=[C:24]([CH3:30])[NH:25][C:26]=1[C:27](O)=[O:28].CN(C(ON1N=NC2C=CC=NC1=2)=[N+](C)C)C.F[P-](F)(F)(F)(F)F.CCN(C(C)C)C(C)C. The catalyst is CN(C=O)C. The product is [Br:21][C:22]1[N:23]=[C:24]([CH3:30])[NH:25][C:26]=1[C:27]([NH:1][CH2:2][C:3]1[CH:8]=[CH:7][C:6]([Br:9])=[C:5]([O:10][C:11]2[CH:12]=[C:13]([C:14]#[N:15])[CH:16]=[C:17]([Cl:19])[CH:18]=2)[C:4]=1[F:20])=[O:28]. The yield is 0.196. (5) The product is [CH2:10]([NH:17][C:18]([C:20]1[S:24][C:23]([N:25]2[CH:30]=[CH:29][C:28]([O:31][CH2:8][C:5]3[CH:4]=[N:3][C:2]([Cl:1])=[CH:7][CH:6]=3)=[CH:27][C:26]2=[O:32])=[N:22][C:21]=1[CH3:33])=[O:19])[C:11]1[CH:16]=[CH:15][CH:14]=[CH:13][CH:12]=1. No catalyst specified. The reactants are [Cl:1][C:2]1[CH:7]=[CH:6][C:5]([CH2:8]Cl)=[CH:4][N:3]=1.[CH2:10]([NH:17][C:18]([C:20]1[S:24][C:23]([N:25]2[CH:30]=[CH:29][C:28]([OH:31])=[CH:27][C:26]2=[O:32])=[N:22][C:21]=1[CH3:33])=[O:19])[C:11]1[CH:16]=[CH:15][CH:14]=[CH:13][CH:12]=1. The yield is 0.730. (6) The reactants are N1(C(N2C=CN=C2)=O)C=CN=C1.NC1C2C(=NC=C(Br)C=2N2CCC[C@@H](NC(=O)OC(C)(C)C)C2)NC=1.N1CCC1.[Br:42][C:43]1[C:44]([N:60]2[CH2:65][CH2:64][CH2:63][C@@H:62]([NH:66][C:67](=[O:73])[O:68][C:69]([CH3:72])([CH3:71])[CH3:70])[CH2:61]2)=[C:45]2[C:51]([NH:52][C:53]([N:55]3[CH:59]=[CH:58]N=[CH:56]3)=[O:54])=[CH:50][NH:49][C:46]2=[N:47][CH:48]=1. The catalyst is C1COCC1. The product is [N:55]1([C:53]([NH:52][C:51]2[C:45]3[C:46](=[N:47][CH:48]=[C:43]([Br:42])[C:44]=3[N:60]3[CH2:65][CH2:64][CH2:63][C@@H:62]([NH:66][C:67](=[O:73])[O:68][C:69]([CH3:71])([CH3:70])[CH3:72])[CH2:61]3)[NH:49][CH:50]=2)=[O:54])[CH2:59][CH2:58][CH2:56]1. The yield is 0.460. (7) The reactants are [NH:1]1[C:9]2[C:4](=[CH:5][CH:6]=[CH:7][CH:8]=2)[C:3]([C:10]2[CH:15]=[CH:14][N:13]=[C:12]([NH:16][C:17]3[CH:18]=[C:19]([NH2:32])[C:20]([N:25]4[CH2:30][CH2:29][N:28]([CH3:31])[CH2:27][CH2:26]4)=[CH:21][C:22]=3[O:23][CH3:24])[N:11]=2)=[CH:2]1.CCN(C(C)C)C(C)C.[C:42](Cl)(=[O:45])[CH:43]=[CH2:44].Cl. The catalyst is C(Cl)Cl.CO.C(Cl)Cl.CC1CCCO1. The product is [NH:1]1[C:9]2[C:4](=[CH:5][CH:6]=[CH:7][CH:8]=2)[C:3]([C:10]2[CH:15]=[CH:14][N:13]=[C:12]([NH:16][C:17]3[C:22]([O:23][CH3:24])=[CH:21][C:20]([N:25]4[CH2:30][CH2:29][N:28]([CH3:31])[CH2:27][CH2:26]4)=[C:19]([NH:32][C:42](=[O:45])[CH:43]=[CH2:44])[CH:18]=3)[N:11]=2)=[CH:2]1. The yield is 0.0200. (8) The reactants are [CH:1]1([CH:7]([NH:18][C:19]2[CH:27]=[CH:26][C:22]([C:23](O)=[O:24])=[CH:21][CH:20]=2)[C:8]2[O:16][C:15]3[C:10](=[N:11][CH:12]=[CH:13][CH:14]=3)[C:9]=2[CH3:17])[CH2:6][CH2:5][CH2:4][CH2:3][CH2:2]1.Cl.[CH2:29]([O:31][C:32](=[O:36])[CH2:33][CH2:34][NH2:35])[CH3:30].O.ON1C2C=CC=CC=2N=N1.Cl.C(N=C=NCCCN(C)C)C.[Cl-].[NH4+]. The catalyst is CN(C)C=O.C(N(CC)CC)C. The product is [CH:1]1([CH:7]([NH:18][C:19]2[CH:20]=[CH:21][C:22]([C:23]([NH:35][CH2:34][CH2:33][C:32]([O:31][CH2:29][CH3:30])=[O:36])=[O:24])=[CH:26][CH:27]=2)[C:8]2[O:16][C:15]3[C:10](=[N:11][CH:12]=[CH:13][CH:14]=3)[C:9]=2[CH3:17])[CH2:6][CH2:5][CH2:4][CH2:3][CH2:2]1. The yield is 0.910. (9) The reactants are [Br:1][C:2]1[CH:7]=[C:6]([NH:8][C:9]([CH3:14])([CH3:13])[CH2:10][CH2:11][OH:12])[C:5]([N+:15]([O-:17])=[O:16])=[CH:4][N:3]=1.[O:18]1[CH:23]=[CH:22][CH2:21][CH2:20][CH2:19]1.C1(C)C=CC(S(O)(=O)=O)=CC=1. The catalyst is O1CCCC1.C(=O)(O)[O-].[Na+]. The product is [Br:1][C:2]1[CH:7]=[C:6]([NH:8][C:9]([CH3:14])([CH3:13])[CH2:10][CH2:11][O:12][CH:19]2[CH2:20][CH2:21][CH2:22][CH2:23][O:18]2)[C:5]([N+:15]([O-:17])=[O:16])=[CH:4][N:3]=1. The yield is 1.00.